From a dataset of Kir2.1 potassium channel HTS with 301,493 compounds. Binary Classification. Given a drug SMILES string, predict its activity (active/inactive) in a high-throughput screening assay against a specified biological target. (1) The drug is S(=O)(=O)(N(C)C)c1c(ccc(NC(=O)CCCOc2ccc(cc2)C(=O)C)c1)C. The result is 0 (inactive). (2) The molecule is S(=O)(=O)(N\N=C1\CCN(CC1)Cc1ccccc1)c1ccc(cc1)C. The result is 0 (inactive).